Dataset: Peptide-MHC class I binding affinity with 185,985 pairs from IEDB/IMGT. Task: Regression. Given a peptide amino acid sequence and an MHC pseudo amino acid sequence, predict their binding affinity value. This is MHC class I binding data. The MHC is HLA-A32:07 with pseudo-sequence HLA-A32:07. The binding affinity (normalized) is 0.872. The peptide sequence is TTIGEWAFW.